This data is from Catalyst prediction with 721,799 reactions and 888 catalyst types from USPTO. The task is: Predict which catalyst facilitates the given reaction. Reactant: [Cl:1][C:2]1[CH:3]=[C:4]([CH:6]=[CH:7][C:8]=1[F:9])[NH2:5].Cl[C:11]1[C:20]2[C:15](=[CH:16][C:17]([O:25][CH2:26][CH3:27])=[C:18]([O:21]C(=O)C)[CH:19]=2)[N:14]=[CH:13][N:12]=1. Product: [Cl:1][C:2]1[CH:3]=[C:4]([NH:5][C:11]2[C:20]3[C:15](=[CH:16][C:17]([O:25][CH2:26][CH3:27])=[C:18]([OH:21])[CH:19]=3)[N:14]=[CH:13][N:12]=2)[CH:6]=[CH:7][C:8]=1[F:9]. The catalyst class is: 32.